This data is from Full USPTO retrosynthesis dataset with 1.9M reactions from patents (1976-2016). The task is: Predict the reactants needed to synthesize the given product. (1) Given the product [C:16]1([C:3]2[C:2]([N:31]3[CH2:32][CH2:33][N:28]([C:23]4[CH:24]=[CH:25][CH:26]=[CH:27][N:22]=4)[CH2:29][CH2:30]3)=[N:11][C:10]3[C:5](=[CH:6][CH:7]=[C:8]([C:12]([O:14][CH3:15])=[O:13])[CH:9]=3)[N:4]=2)[CH:21]=[CH:20][CH:19]=[CH:18][CH:17]=1, predict the reactants needed to synthesize it. The reactants are: Br[C:2]1[C:3]([C:16]2[CH:21]=[CH:20][CH:19]=[CH:18][CH:17]=2)=[N:4][C:5]2[C:10]([N:11]=1)=[CH:9][C:8]([C:12]([O:14][CH3:15])=[O:13])=[CH:7][CH:6]=2.[N:22]1[CH:27]=[CH:26][CH:25]=[CH:24][C:23]=1[N:28]1[CH2:33][CH2:32][NH:31][CH2:30][CH2:29]1.CCN(C(C)C)C(C)C. (2) Given the product [CH3:1][O:2][C:3]1[CH:8]=[C:7]([NH2:9])[CH:6]=[CH:5][C:4]=1[C:12]1[S:16][CH:15]=[N:14][CH:13]=1, predict the reactants needed to synthesize it. The reactants are: [CH3:1][O:2][C:3]1[CH:8]=[C:7]([N+:9]([O-])=O)[CH:6]=[CH:5][C:4]=1[C:12]1[S:16][CH:15]=[N:14][CH:13]=1. (3) Given the product [CH3:1][O:2][C:3](=[O:33])[CH2:4][C@H:5]1[C:9]2[CH:10]=[CH:11][C:12]([O:14][C@H:15]3[C:23]4[C:18](=[C:19]([O:25][C:26]5[CH:31]=[CH:30][C:29]([O:39][C@H:36]6[CH2:37][CH2:38][O:34][CH2:35]6)=[CH:28][N:27]=5)[CH:20]=[CH:21][C:22]=4[F:24])[CH2:17][CH2:16]3)=[CH:13][C:8]=2[O:7][CH2:6]1, predict the reactants needed to synthesize it. The reactants are: [CH3:1][O:2][C:3](=[O:33])[CH2:4][C@H:5]1[C:9]2[CH:10]=[CH:11][C:12]([O:14][C@H:15]3[C:23]4[C:18](=[C:19]([O:25][C:26]5[CH:31]=[CH:30][C:29](I)=[CH:28][N:27]=5)[CH:20]=[CH:21][C:22]=4[F:24])[CH2:17][CH2:16]3)=[CH:13][C:8]=2[O:7][CH2:6]1.[O:34]1[CH2:38][CH2:37][C@H:36]([OH:39])[CH2:35]1. (4) The reactants are: [NH2:1][C@H:2]1[CH2:7][CH2:6][C@H:5]([NH:8][C:9]2[CH:14]=[C:13]([C:15]3[C:20]([Br:21])=[CH:19][CH:18]=[C:17]([NH:22][CH2:23][CH:24]4[CH2:29][CH2:28][O:27][CH2:26][CH2:25]4)[N:16]=3)[C:12]([Cl:30])=[CH:11][N:10]=2)[CH2:4][CH2:3]1.C(=O)([O-])[O-].[Na+].[Na+].[CH3:37][O:38][CH2:39][CH2:40]OS(C1C=CC(C)=CC=1)(=O)=O. Given the product [Br:21][C:20]1[C:15]([C:13]2[C:12]([Cl:30])=[CH:11][N:10]=[C:9]([NH:8][C@H:5]3[CH2:6][CH2:7][C@H:2]([NH:1][CH2:40][CH2:39][O:38][CH3:37])[CH2:3][CH2:4]3)[CH:14]=2)=[N:16][C:17]([NH:22][CH2:23][CH:24]2[CH2:29][CH2:28][O:27][CH2:26][CH2:25]2)=[CH:18][CH:19]=1, predict the reactants needed to synthesize it.